This data is from Reaction yield outcomes from USPTO patents with 853,638 reactions. The task is: Predict the reaction yield, written as a fraction of the theoretical maximum amount of product (1.0 means a 100% yield; for example, 0.34 means a 34% yield). (1) The catalyst is CO. The product is [OH:9][CH2:10][CH2:11][S:12]([O-:15])(=[O:14])=[O:13].[C:29]1([S+:22]([C:16]2[CH:17]=[CH:18][CH:19]=[CH:20][CH:21]=2)[C:23]2[CH:28]=[CH:27][CH:26]=[CH:25][CH:24]=2)[CH:30]=[CH:31][CH:32]=[CH:33][CH:34]=1. The yield is 0.960. The reactants are C([O:9][CH2:10][CH2:11][S:12]([O-:15])(=[O:14])=[O:13])(=O)C1C=CC=CC=1.[C:16]1([S+:22]([C:29]2[CH:34]=[CH:33][CH:32]=[CH:31][CH:30]=2)[C:23]2[CH:28]=[CH:27][CH:26]=[CH:25][CH:24]=2)[CH:21]=[CH:20][CH:19]=[CH:18][CH:17]=1.C[O-].[Na+].Cl.C(C(C)=O)C(C)C. (2) The reactants are [CH3:1][C:2]1[N:10]=[CH:9][CH:8]=[C:7]([CH3:11])[C:3]=1[C:4]([OH:6])=O.[NH2:12][CH2:13][C:14]1[CH:15]=[C:16]([CH:39]=[CH:40][CH:41]=1)[CH2:17][N:18]([CH2:29][C:30]1[NH:34][C:33]2[CH:35]=[CH:36][CH:37]=[CH:38][C:32]=2[N:31]=1)[CH:19]1[C:28]2[N:27]=[CH:26][CH:25]=[CH:24][C:23]=2[CH2:22][CH2:21][CH2:20]1.CCN(CC)CC. The catalyst is O=S(Cl)Cl.CN(C1C=CN=CC=1)C. The product is [NH:31]1[C:32]2[CH:38]=[CH:37][CH:36]=[CH:35][C:33]=2[N:34]=[C:30]1[CH2:29][N:18]([CH2:17][C:16]1[CH:15]=[C:14]([CH:41]=[CH:40][CH:39]=1)[CH2:13][NH:12][C:4](=[O:6])[C:3]1[C:7]([CH3:11])=[CH:8][CH:9]=[N:10][C:2]=1[CH3:1])[CH:19]1[C:28]2[N:27]=[CH:26][CH:25]=[CH:24][C:23]=2[CH2:22][CH2:21][CH2:20]1. The yield is 0.430. (3) The reactants are [C:1]([C:3]1[CH:17]=[CH:16][C:6]([C:7]([NH:9][CH2:10][CH2:11][C:12]([F:15])([F:14])[F:13])=[O:8])=[CH:5][CH:4]=1)#[N:2].Cl.[NH2:19][OH:20].CCN(C(C)C)C(C)C. The product is [OH:20][N:19]=[C:1]([C:3]1[CH:4]=[CH:5][C:6]([C:7]([NH:9][CH2:10][CH2:11][C:12]([F:14])([F:13])[F:15])=[O:8])=[CH:16][CH:17]=1)[NH2:2]. The yield is 0.970. The catalyst is C(O)C. (4) The reactants are [CH:1]1([C:4]2[O:5][C:6]3[C:7](=[C:9]([C:14]([O:16]C)=[O:15])[CH:10]=[C:11]([F:13])[CH:12]=3)[N:8]=2)[CH2:3][CH2:2]1.[OH-].[Na+].Cl. The catalyst is CO. The product is [CH:1]1([C:4]2[O:5][C:6]3[C:7](=[C:9]([C:14]([OH:16])=[O:15])[CH:10]=[C:11]([F:13])[CH:12]=3)[N:8]=2)[CH2:2][CH2:3]1. The yield is 0.970.